From a dataset of Catalyst prediction with 721,799 reactions and 888 catalyst types from USPTO. Predict which catalyst facilitates the given reaction. Reactant: FC1C=CC([NH:8][C:9]([C:11]2([C:14](Cl)=[O:15])[CH2:13][CH2:12]2)=[O:10])=CC=1.C([N:19](CC)CC)C. Product: [C:11]1([C:14]([NH2:19])=[O:15])([C:9]([NH2:8])=[O:10])[CH2:13][CH2:12]1. The catalyst class is: 1.